This data is from Forward reaction prediction with 1.9M reactions from USPTO patents (1976-2016). The task is: Predict the product of the given reaction. (1) Given the reactants Br[C:2]1[N:6]2[N:7]=[C:8]([NH:11][CH2:12][CH2:13][CH2:14][N:15]([CH:19]([CH3:21])[CH3:20])[C:16](=[O:18])[CH3:17])[CH:9]=[CH:10][C:5]2=[N:4][CH:3]=1.[C:22]([C:25]1[S:29][C:28](B(O)O)=[CH:27][CH:26]=1)(=[O:24])[CH3:23].O.[O-]P([O-])([O-])=O.[K+].[K+].[K+].ClCCl.N#N, predict the reaction product. The product is: [C:22]([C:25]1[S:29][C:28]([C:2]2[N:6]3[N:7]=[C:8]([NH:11][CH2:12][CH2:13][CH2:14][N:15]([CH:19]([CH3:21])[CH3:20])[C:16](=[O:18])[CH3:17])[CH:9]=[CH:10][C:5]3=[N:4][CH:3]=2)=[CH:27][CH:26]=1)(=[O:24])[CH3:23]. (2) Given the reactants [CH2:1]([O:5][C:6]1[C:15]2[C:10](=[CH:11][CH:12]=[C:13]([O:16][CH2:17][CH3:18])[CH:14]=2)[C:9](=[O:19])[N:8]([CH2:20][C:21]([CH3:24])([CH3:23])[CH3:22])[C:7]=1[CH2:25][NH:26]C(=O)OC(C)(C)C)[CH2:2][CH2:3][CH3:4].[ClH:34], predict the reaction product. The product is: [ClH:34].[NH2:26][CH2:25][C:7]1[N:8]([CH2:20][C:21]([CH3:23])([CH3:22])[CH3:24])[C:9](=[O:19])[C:10]2[C:15]([C:6]=1[O:5][CH2:1][CH2:2][CH2:3][CH3:4])=[CH:14][C:13]([O:16][CH2:17][CH3:18])=[CH:12][CH:11]=2. (3) Given the reactants [H-].[Na+].[Br:3][C:4]1[CH:9]=[CH:8][C:7]([CH2:10][C:11]#[N:12])=[CH:6][CH:5]=1.[C:13]([O:17][C:18](=[O:26])[N:19]([CH2:23][CH2:24]Cl)[CH2:20][CH2:21]Cl)([CH3:16])([CH3:15])[CH3:14], predict the reaction product. The product is: [C:13]([O:17][C:18]([N:19]1[CH2:23][CH2:24][C:10]([C:7]2[CH:8]=[CH:9][C:4]([Br:3])=[CH:5][CH:6]=2)([C:11]#[N:12])[CH2:21][CH2:20]1)=[O:26])([CH3:16])([CH3:15])[CH3:14].